From a dataset of Experimental lipophilicity measurements (octanol/water distribution) for 4,200 compounds from AstraZeneca. Regression/Classification. Given a drug SMILES string, predict its absorption, distribution, metabolism, or excretion properties. Task type varies by dataset: regression for continuous measurements (e.g., permeability, clearance, half-life) or binary classification for categorical outcomes (e.g., BBB penetration, CYP inhibition). For this dataset (lipophilicity_astrazeneca), we predict Y. (1) The compound is O=c1[nH]c2c(O)ccc([C@@H](O)CNCCc3ccc(CNCCc4c(Cl)cccc4Cl)cc3)c2s1. The Y is 2.30 logD. (2) The drug is Cc1ccc(NC(=O)[C@@H]2CCCN2S(=O)(=O)c2cccc3cccnc23)c(C)c1. The Y is 3.80 logD.